Task: Predict the reactants needed to synthesize the given product.. Dataset: Full USPTO retrosynthesis dataset with 1.9M reactions from patents (1976-2016) (1) Given the product [CH3:20][C:21]1[CH:29]=[CH:28][C:24]([C:25]#[N:26])=[CH:23][CH:22]=1, predict the reactants needed to synthesize it. The reactants are: N(OC(C)(C)C)=O.ON1C(=O)C2=CC=CC=C2C1=O.[CH3:20][C:21]1[CH:29]=[CH:28][C:24]([CH:25]=[N:26]O)=[CH:23][CH:22]=1.CC1C=CC(C=O)=CC=1. (2) Given the product [CH2:16]([N:13]1[C:4]2=[N:5][CH:6]=[C:7]([C:8]([O:10][CH2:11][CH3:12])=[O:9])[C:2]([NH:25][CH:26]3[CH2:31][CH2:30][O:29][CH2:28][CH2:27]3)=[C:3]2[CH:15]=[N:14]1)[CH3:17], predict the reactants needed to synthesize it. The reactants are: Cl[C:2]1[C:7]([C:8]([O:10][CH2:11][CH3:12])=[O:9])=[CH:6][N:5]=[C:4]2[N:13]([CH2:16][CH3:17])[N:14]=[CH:15][C:3]=12.C(N(CC)CC)C.[NH2:25][CH:26]1[CH2:31][CH2:30][O:29][CH2:28][CH2:27]1. (3) Given the product [O:17]1[CH2:22][CH2:21][N:20]([C:2]2[N:7]([CH3:8])[C:6](=[O:9])[CH:5]=[C:4]([C:10]3[CH:15]=[CH:14][N:13]=[CH:12][N:11]=3)[N:3]=2)[C@@H:19]2[CH2:23][CH2:24][C:25]3[C:30]([C@H:18]12)=[CH:29][CH:28]=[CH:27][CH:26]=3, predict the reactants needed to synthesize it. The reactants are: Cl[C:2]1[N:7]([CH3:8])[C:6](=[O:9])[CH:5]=[C:4]([C:10]2[CH:15]=[CH:14][N:13]=[CH:12][N:11]=2)[N:3]=1.Cl.[O:17]1[CH2:22][CH2:21][NH:20][C@@H:19]2[CH2:23][CH2:24][C:25]3[C:30]([C@H:18]12)=[CH:29][CH:28]=[CH:27][CH:26]=3.C(N(CC)CC)C. (4) Given the product [N+:14]([C:5]1[C:6]([S:8][CH2:9][C:10]([O:12][CH3:13])=[O:11])=[N:7][C:2]([N:26]2[CH2:27][CH2:28][N:23]([C:18]3[CH:19]=[CH:20][CH:21]=[CH:22][N:17]=3)[CH2:24][CH2:25]2)=[N:3][CH:4]=1)([O-:16])=[O:15], predict the reactants needed to synthesize it. The reactants are: Cl[C:2]1[N:7]=[C:6]([S:8][CH2:9][C:10]([O:12][CH3:13])=[O:11])[C:5]([N+:14]([O-:16])=[O:15])=[CH:4][N:3]=1.[N:17]1[CH:22]=[CH:21][CH:20]=[CH:19][C:18]=1[N:23]1[CH2:28][CH2:27][NH:26][CH2:25][CH2:24]1.C(N(CC)CC)C. (5) Given the product [CH3:13][N:8]1[C:7](=[O:14])[C:6]2[CH:5]=[CH:4][C:3]([O:15][C:16]3[CH:17]=[C:18]([CH:19]=[C:20]([O:22][C@H:23]4[CH2:27][CH2:26][O:25][CH2:24]4)[CH:21]=3)[C:28]([NH:30][C:31]3[CH:35]=[CH:34][NH:33][N:32]=3)=[O:29])=[CH:2][C:12]=2[O:11][CH2:10][CH2:9]1, predict the reactants needed to synthesize it. The reactants are: Cl[C:2]1[C:12]2[O:11][CH2:10][CH2:9][N:8]([CH3:13])[C:7](=[O:14])[C:6]=2[CH:5]=[CH:4][C:3]=1[O:15][C:16]1[CH:17]=[C:18]([C:28]([NH:30][C:31]2[CH:35]=[CH:34][N:33](C(OC(C)(C)C)=O)[N:32]=2)=[O:29])[CH:19]=[C:20]([O:22][C@H:23]2[CH2:27][CH2:26][O:25][CH2:24]2)[CH:21]=1.C([O-])=O.[NH4+]. (6) Given the product [Br:43][C:2]1[N:1]=[C:10]2[C:9]3[CH:11]=[CH:12][CH:13]=[CH:14][C:8]=3[NH:7][C:6]3[N:15]=[CH:16][CH:17]=[CH:18][C:5]=3[N:4]2[C:3]=1[C:19]1[CH:24]=[CH:23][C:22]([C:25]2([NH:29][C:30](=[O:36])[O:31][C:32]([CH3:33])([CH3:35])[CH3:34])[CH2:26][CH2:27][CH2:28]2)=[CH:21][CH:20]=1, predict the reactants needed to synthesize it. The reactants are: [N:1]1[CH:2]=[C:3]([C:19]2[CH:24]=[CH:23][C:22]([C:25]3([NH:29][C:30](=[O:36])[O:31][C:32]([CH3:35])([CH3:34])[CH3:33])[CH2:28][CH2:27][CH2:26]3)=[CH:21][CH:20]=2)[N:4]2[C:10]=1[C:9]1[CH:11]=[CH:12][CH:13]=[CH:14][C:8]=1[NH:7][C:6]1[N:15]=[CH:16][CH:17]=[CH:18][C:5]2=1.C1C=C[NH+]=CC=1.[Br:43][Br-]Br.C(OCC)(=O)C.O.